From a dataset of Catalyst prediction with 721,799 reactions and 888 catalyst types from USPTO. Predict which catalyst facilitates the given reaction. (1) Reactant: [CH:1]1([C:4]2[N:8]([CH3:9])[C:7]3[CH:10]=[C:11]([N:14]4[CH:19]=[CH:18][C:17]([OH:20])=[CH:16][C:15]4=[O:21])[CH:12]=[CH:13][C:6]=3[N:5]=2)[CH2:3][CH2:2]1.[F:22][C:23]1[S:27][C:26]([CH2:28]O)=[CH:25][CH:24]=1.C(P(CCCC)CCCC)CCC.N(C(N1CCCCC1)=O)=NC(N1CCCCC1)=O. Product: [CH:1]1([C:4]2[N:8]([CH3:9])[C:7]3[CH:10]=[C:11]([N:14]4[CH:19]=[CH:18][C:17]([O:20][CH2:28][C:26]5[S:27][C:23]([F:22])=[CH:24][CH:25]=5)=[CH:16][C:15]4=[O:21])[CH:12]=[CH:13][C:6]=3[N:5]=2)[CH2:2][CH2:3]1. The catalyst class is: 1. (2) Product: [NH2:1][C:2]1[CH:3]=[C:4]([C:11]2[CH:12]=[CH:13][C:14]([C:17]([N:19]3[CH2:20][CH2:21][O:22][CH2:23][CH2:24]3)=[O:18])=[CH:15][CH:16]=2)[CH:5]=[CH:6][C:7]=1[NH2:8]. The catalyst class is: 696. Reactant: [NH2:1][C:2]1[CH:3]=[C:4]([C:11]2[CH:16]=[CH:15][C:14]([C:17]([N:19]3[CH2:24][CH2:23][O:22][CH2:21][CH2:20]3)=[O:18])=[CH:13][CH:12]=2)[CH:5]=[CH:6][C:7]=1[N+:8]([O-])=O. (3) Reactant: [CH2:1]([O:8][C:9]([N:11]1[CH2:15][CH2:14][CH2:13][C@H:12]1[C:16]([C:18]1[C:26]2[C:21](=[CH:22][CH:23]=[CH:24][CH:25]=2)[NH:20][CH:19]=1)=O)=[O:10])[C:2]1[CH:7]=[CH:6][CH:5]=[CH:4][CH:3]=1.[BH4-].[Li+]. Product: [CH2:1]([O:8][C:9]([N:11]1[CH2:15][CH2:14][CH2:13][C@H:12]1[CH2:16][C:18]1[C:26]2[C:21](=[CH:22][CH:23]=[CH:24][CH:25]=2)[NH:20][CH:19]=1)=[O:10])[C:2]1[CH:3]=[CH:4][CH:5]=[CH:6][CH:7]=1. The catalyst class is: 7. (4) Reactant: [C:1]1([C:30]2[CH:35]=[CH:34][CH:33]=[CH:32][CH:31]=2)[CH:6]=[CH:5][C:4]([NH:7][C:8](=[O:29])[NH:9][C:10]2([CH:17](C)[C:18]([NH:20][CH2:21][CH2:22][N:23]3[CH2:27][CH2:26][CH2:25][CH2:24]3)=[O:19])[CH:15]=[CH:14][CH:13]=[C:12]([CH3:16])[CH2:11]2)=[CH:3][CH:2]=1.[C:36]1(C2C=CC=CC=2)C=CC(NC(=O)NC(C2C=CC(C)=CC=2)CC(O)=O)=CC=1.N1(CCN)CCCC1.C1C=CC2N(O)N=NC=2C=1.CCN=C=NCCCN(C)C. Product: [C:1]1([C:30]2[CH:35]=[CH:34][CH:33]=[CH:32][CH:31]=2)[CH:2]=[CH:3][C:4]([NH:7][C:8](=[O:29])[NH:9][C@@H:10]([C:15]2[CH:36]=[CH:11][C:12]([CH3:16])=[CH:13][CH:14]=2)[CH2:17][C:18]([NH:20][CH2:21][CH2:22][N:23]2[CH2:27][CH2:26][CH2:25][CH2:24]2)=[O:19])=[CH:5][CH:6]=1. The catalyst class is: 18. (5) Reactant: [SH-].[Na+].[CH3:3][C:4]1([CH3:13])[O:8][N:7]=[C:6]([S:9]([CH3:12])(=O)=O)[CH2:5]1.C(=O)([O-])[O-].[K+].[K+].C(S([O-])=O)O.[Na+].[Cl:26][C:27]1[S:31][N:30]=[C:29]([CH3:32])[C:28]=1CCl. Product: [Cl:26][C:27]1[S:31][N:30]=[C:29]([CH3:32])[C:28]=1[CH2:12][S:9][C:6]1[CH2:5][C:4]([CH3:13])([CH3:3])[O:8][N:7]=1. The catalyst class is: 35. (6) Reactant: C([O:3][C:4](=[O:37])[CH2:5][N:6]1[CH2:11][CH2:10][N:9]([CH2:12][C:13]2[S:17][C:16]([C:18]3[NH:19][C:20]4[C:25]([CH:26]=3)=[CH:24][CH:23]=[CH:22][C:21]=4[N:27]([CH3:36])[S:28]([C:31]3[S:32][CH:33]=[CH:34][CH:35]=3)(=[O:30])=[O:29])=[N:15][CH:14]=2)[CH2:8][CH2:7]1)C.O1CCCC1.[OH-].[Na+].[Cl-].[NH4+]. Product: [CH3:36][N:27]([S:28]([C:31]1[S:32][CH:33]=[CH:34][CH:35]=1)(=[O:30])=[O:29])[C:21]1[CH:22]=[CH:23][CH:24]=[C:25]2[C:20]=1[NH:19][C:18]([C:16]1[S:17][C:13]([CH2:12][N:9]3[CH2:8][CH2:7][N:6]([CH2:5][C:4]([OH:37])=[O:3])[CH2:11][CH2:10]3)=[CH:14][N:15]=1)=[CH:26]2. The catalyst class is: 5. (7) Reactant: [OH:1][CH2:2][CH2:3][O:4][CH2:5][CH2:6][NH:7][C:8]([C:10]1[CH:11]=[C:12]([CH:16]=[CH:17][CH:18]=1)[C:13]([OH:15])=O)=[O:9].CN(C(ON1N=NC2C=CC=NC1=2)=[N+](C)C)C.F[P-](F)(F)(F)(F)F.C(N(CC)C(C)C)(C)C.[NH2:52][C:53]1[CH:75]=[CH:74][C:73]([N:76]2[CH2:81][CH2:80][CH2:79][CH2:78][CH2:77]2)=[CH:72][C:54]=1[C:55]([NH:57][C:58]1[CH:63]=[N:62][C:61]([C:64]2[CH:69]=[CH:68][C:67]([CH3:70])=[C:66]([CH3:71])[CH:65]=2)=[CH:60][N:59]=1)=[O:56]. Product: [CH3:71][C:66]1[CH:65]=[C:64]([C:61]2[N:62]=[CH:63][C:58]([NH:57][C:55]([C:54]3[CH:72]=[C:73]([N:76]4[CH2:81][CH2:80][CH2:79][CH2:78][CH2:77]4)[CH:74]=[CH:75][C:53]=3[NH:52][C:13](=[O:15])[C:12]3[CH:16]=[CH:17][CH:18]=[C:10]([C:8]([NH:7][CH2:6][CH2:5][O:4][CH2:3][CH2:2][OH:1])=[O:9])[CH:11]=3)=[O:56])=[N:59][CH:60]=2)[CH:69]=[CH:68][C:67]=1[CH3:70]. The catalyst class is: 9. (8) Reactant: [CH3:1][C@@:2]12[C:18](=[O:19])[CH2:17][CH2:16][C@H:15]1[CH2:14][C@@H:13]1[C@H:4]([CH2:5][CH2:6][C@@H:7]3[C@H:12]1[CH2:11][CH2:10][C:9](=[O:20])[CH2:8]3)[CH2:3]2.C(O[AlH-](OC(C)(C)C)OC(C)(C)C)(C)(C)C.[Li+].Cl. Product: [OH:20][C@@H:9]1[CH2:8][C@H:7]2[C@H:12]([C@H:13]3[C@H:4]([CH2:5][CH2:6]2)[CH2:3][C@:2]2([CH3:1])[C:18](=[O:19])[CH2:17][CH2:16][C@H:15]2[CH2:14]3)[CH2:11][CH2:10]1. The catalyst class is: 1.